This data is from Catalyst prediction with 721,799 reactions and 888 catalyst types from USPTO. The task is: Predict which catalyst facilitates the given reaction. Reactant: [NH2:1][C:2]1[N:6]([C:7]2[CH:12]=[CH:11][CH:10]=[CH:9][CH:8]=2)[N:5]=[C:4]([CH3:13])[CH:3]=1.Cl.[N:15](OCCC(C)C)=[O:16]. Product: [NH2:1][C:2]1[N:6]([C:7]2[CH:12]=[CH:11][CH:10]=[CH:9][CH:8]=2)[N:5]=[C:4]([CH3:13])[C:3]=1[N:15]=[O:16]. The catalyst class is: 8.